Dataset: NCI-60 drug combinations with 297,098 pairs across 59 cell lines. Task: Regression. Given two drug SMILES strings and cell line genomic features, predict the synergy score measuring deviation from expected non-interaction effect. (1) Drug 1: CC1OCC2C(O1)C(C(C(O2)OC3C4COC(=O)C4C(C5=CC6=C(C=C35)OCO6)C7=CC(=C(C(=C7)OC)O)OC)O)O. Drug 2: CC(C1=C(C=CC(=C1Cl)F)Cl)OC2=C(N=CC(=C2)C3=CN(N=C3)C4CCNCC4)N. Cell line: HS 578T. Synergy scores: CSS=3.98, Synergy_ZIP=-8.67, Synergy_Bliss=-6.72, Synergy_Loewe=-16.7, Synergy_HSA=-11.2. (2) Drug 1: CC12CCC3C(C1CCC2=O)CC(=C)C4=CC(=O)C=CC34C. Drug 2: CC12CCC3C(C1CCC2O)C(CC4=C3C=CC(=C4)O)CCCCCCCCCS(=O)CCCC(C(F)(F)F)(F)F. Cell line: SK-MEL-28. Synergy scores: CSS=17.6, Synergy_ZIP=2.58, Synergy_Bliss=2.87, Synergy_Loewe=2.77, Synergy_HSA=2.76. (3) Drug 1: C1C(C(OC1N2C=NC3=C(N=C(N=C32)Cl)N)CO)O. Drug 2: CC1C(C(CC(O1)OC2CC(CC3=C2C(=C4C(=C3O)C(=O)C5=C(C4=O)C(=CC=C5)OC)O)(C(=O)CO)O)N)O.Cl. Cell line: CCRF-CEM. Synergy scores: CSS=62.4, Synergy_ZIP=-7.11, Synergy_Bliss=-14.7, Synergy_Loewe=-17.5, Synergy_HSA=-13.1. (4) Drug 1: C1CN1C2=NC(=NC(=N2)N3CC3)N4CC4. Drug 2: C(CCl)NC(=O)N(CCCl)N=O. Cell line: HCT-15. Synergy scores: CSS=16.6, Synergy_ZIP=-4.36, Synergy_Bliss=-7.77, Synergy_Loewe=-14.9, Synergy_HSA=-6.25. (5) Drug 1: CS(=O)(=O)C1=CC(=C(C=C1)C(=O)NC2=CC(=C(C=C2)Cl)C3=CC=CC=N3)Cl. Drug 2: CCC1(CC2CC(C3=C(CCN(C2)C1)C4=CC=CC=C4N3)(C5=C(C=C6C(=C5)C78CCN9C7C(C=CC9)(C(C(C8N6C)(C(=O)OC)O)OC(=O)C)CC)OC)C(=O)OC)O.OS(=O)(=O)O. Cell line: HCT-15. Synergy scores: CSS=32.1, Synergy_ZIP=12.6, Synergy_Bliss=16.7, Synergy_Loewe=14.3, Synergy_HSA=15.9.